This data is from Forward reaction prediction with 1.9M reactions from USPTO patents (1976-2016). The task is: Predict the product of the given reaction. Given the reactants [CH:1]([NH2:3])=O.[NH2:4][C:5]1[N:9]([CH2:10][CH2:11][N:12]2[CH2:17][CH2:16][O:15][CH2:14][CH2:13]2)[N:8]=[CH:7][C:6]=1[C:18]#[N:19].[NH2:20][C:21]1C(C#N)=CN(CCN2CCOCC2)[N:22]=1, predict the reaction product. The product is: [O:15]1[CH2:14][CH2:13][N:12]([CH2:11][CH2:10][N:9]2[C:5]3=[N:4][CH:21]=[N:20][C:1]([NH2:3])=[C:6]3[CH:7]=[N:8]2)[CH2:17][CH2:16]1.[O:15]1[CH2:16][CH2:17][N:12]([CH2:11][CH2:10][N:9]2[CH:5]=[C:6]3[C:7]([N:20]=[CH:21][N:22]=[C:18]3[NH2:19])=[N:8]2)[CH2:13][CH2:14]1.